From a dataset of Experimental lipophilicity measurements (octanol/water distribution) for 4,200 compounds from AstraZeneca. Regression/Classification. Given a drug SMILES string, predict its absorption, distribution, metabolism, or excretion properties. Task type varies by dataset: regression for continuous measurements (e.g., permeability, clearance, half-life) or binary classification for categorical outcomes (e.g., BBB penetration, CYP inhibition). For this dataset (lipophilicity_astrazeneca), we predict Y. (1) The compound is Cc1ncc([N+](=O)[O-])n1CCO. The Y is -0.110 logD. (2) The molecule is CCc1ccc(CCNCCCSCCNC[C@H](O)c2ccc(O)c3[nH]c(=O)sc23)cc1. The Y is 0.860 logD. (3) The molecule is Nc1ccc2c(c1)-c1ccccc1C(=O)C2=O. The Y is 2.39 logD. (4) The molecule is CS(=O)(=O)c1ccc(-c2cc(C(F)(F)F)ccc2OCC(=O)O)cc1. The Y is -0.870 logD. (5) The drug is CCN(c1ccccc1)c1cc(NC)[n+](C)c(C)n1. The Y is -0.910 logD. (6) The drug is N#Cc1ccc2[nH]c(-c3ccc(F)cc3)c(CCCC(=O)NS(N)(=O)=O)c2c1. The Y is 1.95 logD.